Dataset: Catalyst prediction with 721,799 reactions and 888 catalyst types from USPTO. Task: Predict which catalyst facilitates the given reaction. (1) Reactant: CC1(C)C(C)(C)OB([C:9]2[CH:10]=[N:11][C:12]([N:15]3[CH2:20][CH2:19][CH:18]([O:21][C:22]4[CH:27]=[CH:26][CH:25]=[CH:24][C:23]=4[C:28]([F:31])([F:30])[F:29])[CH2:17][CH2:16]3)=[N:13][CH:14]=2)O1.Br[C:34]1[CH:35]=[N:36][N:37]([CH2:39][C:40]([O:42][CH2:43][CH3:44])=[O:41])[CH:38]=1.C(=O)([O-])[O-].[Na+].[Na+]. Product: [CH2:43]([O:42][C:40](=[O:41])[CH2:39][N:37]1[CH:38]=[C:34]([C:9]2[CH:10]=[N:11][C:12]([N:15]3[CH2:20][CH2:19][CH:18]([O:21][C:22]4[CH:27]=[CH:26][CH:25]=[CH:24][C:23]=4[C:28]([F:30])([F:31])[F:29])[CH2:17][CH2:16]3)=[N:13][CH:14]=2)[CH:35]=[N:36]1)[CH3:44]. The catalyst class is: 431. (2) The catalyst class is: 4. Product: [CH3:1][O:2][C:3]1[CH:4]=[C:5]([CH:8]=[CH:9][C:10]=1[N+:11]([O-:13])=[O:12])[CH2:6][Br:15]. Reactant: [CH3:1][O:2][C:3]1[CH:4]=[C:5]([CH:8]=[CH:9][C:10]=1[N+:11]([O-:13])=[O:12])[CH2:6]O.C(Br)(Br)(Br)[Br:15].C1(P(C2C=CC=CC=2)C2C=CC=CC=2)C=CC=CC=1.